From a dataset of Reaction yield outcomes from USPTO patents with 853,638 reactions. Predict the reaction yield, written as a fraction of the theoretical maximum amount of product (1.0 means a 100% yield; for example, 0.34 means a 34% yield). (1) The reactants are C(=O)([O-])[O-].[Cs+].[Cs+].C1(P(C2C=CC=CC=2)C2C3OC4C(=CC=CC=4P(C4C=CC=CC=4)C4C=CC=CC=4)C(C)(C)C=3C=CC=2)C=CC=CC=1.[CH3:49][O:50][C:51]1[CH:52]=[C:53]([NH2:57])[CH:54]=[CH:55][CH:56]=1.[C:58]([O:62][C:63]([N:65]1[CH2:70][CH2:69][C:68]2[N:71]([CH3:92])[C:72]([C:75]3[CH:80]=[CH:79][N:78]=[C:77]([N:81]4C(=O)C5C(=CC=CC=5)C4=O)[N:76]=3)=[C:73](I)[C:67]=2[C:66]1=[O:93])=[O:64])([CH3:61])([CH3:60])[CH3:59]. The catalyst is O1CCOCC1.C1C=CC(/C=C/C(/C=C/C2C=CC=CC=2)=O)=CC=1.C1C=CC(/C=C/C(/C=C/C2C=CC=CC=2)=O)=CC=1.C1C=CC(/C=C/C(/C=C/C2C=CC=CC=2)=O)=CC=1.[Pd].[Pd]. The product is [C:58]([O:62][C:63]([N:65]1[CH2:70][CH2:69][C:68]2[N:71]([CH3:92])[C:72]([C:75]3[CH:80]=[CH:79][N:78]=[C:77]([NH2:81])[N:76]=3)=[C:73]([NH:57][C:53]3[CH:54]=[CH:55][CH:56]=[C:51]([O:50][CH3:49])[CH:52]=3)[C:67]=2[C:66]1=[O:93])=[O:64])([CH3:61])([CH3:60])[CH3:59]. The yield is 0.230. (2) The reactants are [Br:1][C:2]1[C:22]([OH:23])=[CH:21][C:5]2[C:6]([C:9]([C:11]3[CH:16]=[C:15]([F:17])[C:14]([O:18][CH3:19])=[C:13]([F:20])[CH:12]=3)=[O:10])=[CH:7][O:8][C:4]=2[C:3]=1[Br:24].[N+]([O-])(O)=[O:26].O. The catalyst is CC(O)=O. The product is [Br:1][C:2]1[C:22](=[O:23])[C:21](=[O:26])[C:5]2[C:6]([C:9](=[O:10])[C:11]3[CH:16]=[C:15]([F:17])[C:14]([O:18][CH3:19])=[C:13]([F:20])[CH:12]=3)=[CH:7][O:8][C:4]=2[C:3]=1[Br:24]. The yield is 0.910. (3) The reactants are Br[C:2]1[CH:3]=[CH:4][C:5]2=[C:6]([CH:25]=1)[N:7]=[C:8]([NH:17][C:18]([O:20][C:21]([CH3:24])([CH3:23])[CH3:22])=[O:19])[CH2:9][C:10]([C:12]([O:14][CH2:15][CH3:16])=[O:13])=[CH:11]2.[C:26]([C:28]1[CH:29]=[C:30](B(O)O)[CH:31]=[CH:32][CH:33]=1)#[N:27].[F-].[Cs+].O. The catalyst is C1COCC1.C1C=CC([P]([Pd]([P](C2C=CC=CC=2)(C2C=CC=CC=2)C2C=CC=CC=2)([P](C2C=CC=CC=2)(C2C=CC=CC=2)C2C=CC=CC=2)[P](C2C=CC=CC=2)(C2C=CC=CC=2)C2C=CC=CC=2)(C2C=CC=CC=2)C2C=CC=CC=2)=CC=1. The product is [C:21]([O:20][C:18]([NH:17][C:8]1[CH2:9][C:10]([C:12]([O:14][CH2:15][CH3:16])=[O:13])=[CH:11][C:5]2[CH:4]=[CH:3][C:2]([C:32]3[CH:31]=[CH:30][CH:29]=[C:28]([C:26]#[N:27])[CH:33]=3)=[CH:25][C:6]=2[N:7]=1)=[O:19])([CH3:24])([CH3:23])[CH3:22]. The yield is 0.520. (4) The reactants are Br[C:2]1[CH:3]=[C:4]([O:10][C:11]2[C:12]([CH3:18])=[N:13][N:14]([CH3:17])[C:15]=2[CH3:16])[C:5]([C:8]#[N:9])=[N:6][CH:7]=1.[N:19]1[CH:24]=[CH:23][CH:22]=[CH:21][C:20]=1[SH:25].CN(C=O)C.[H-].[Na+]. The catalyst is O. The product is [N:19]1[CH:24]=[CH:23][CH:22]=[CH:21][C:20]=1[S:25][C:2]1[CH:3]=[C:4]([O:10][C:11]2[C:12]([CH3:18])=[N:13][N:14]([CH3:17])[C:15]=2[CH3:16])[C:5]([C:8]#[N:9])=[N:6][CH:7]=1. The yield is 0.967. (5) The reactants are [C:1]([NH:4][C:5]1[CH:10]=[CH:9][C:8]([S:11](Cl)(=[O:13])=[O:12])=[CH:7][CH:6]=1)(=[O:3])[CH3:2].[C:15]([NH2:19])([CH3:18])([CH3:17])[CH3:16]. The catalyst is COCCOC. The product is [C:1]([NH:4][C:5]1[CH:10]=[CH:9][C:8]([S:11]([NH:19][C:15]([CH3:18])([CH3:17])[CH3:16])(=[O:13])=[O:12])=[CH:7][CH:6]=1)(=[O:3])[CH3:2]. The yield is 0.680. (6) The product is [O:1]1[CH2:6][CH2:5][CH:4]([C:7]([O:9][NH:10][S:11]([C:14]2[S:15][C:16]([Cl:19])=[CH:17][CH:18]=2)(=[O:12])=[O:13])=[O:8])[CH2:3][CH2:2]1. The reactants are [O:1]1[CH2:6][CH2:5][CH:4]([C:7]([O:9][N:10](C(OC(C)(C)C)=O)[S:11]([C:14]2[S:15][C:16]([Cl:19])=[CH:17][CH:18]=2)(=[O:13])=[O:12])=[O:8])[CH2:3][CH2:2]1.FC(F)(F)C(O)=O.CCOC(C)=O. The yield is 0.800. The catalyst is C(Cl)Cl. (7) The reactants are [N:1]([CH2:4][CH2:5][NH:6]C(=O)CCCCCCCCCCCCC)=[N+:2]=[N-:3].[CH3:22][C:23]1[C:28]([CH3:29])=[C:27]([CH3:30])[C:26]([CH3:31])=[C:25]([CH3:32])[C:24]=1[S:33](Cl)(=[O:35])=[O:34].N(CCN)=[N+]=[N-].C(N(CC)CC)C. The catalyst is ClCCl. The product is [N:1]([CH2:4][CH2:5][NH:6][S:33]([C:24]1[C:23]([CH3:22])=[C:28]([CH3:29])[C:27]([CH3:30])=[C:26]([CH3:31])[C:25]=1[CH3:32])(=[O:35])=[O:34])=[N+:2]=[N-:3]. The yield is 0.810.